From a dataset of Reaction yield outcomes from USPTO patents with 853,638 reactions. Predict the reaction yield, written as a fraction of the theoretical maximum amount of product (1.0 means a 100% yield; for example, 0.34 means a 34% yield). (1) The reactants are [C:1]([NH:4][C:5]1[CH:13]=[CH:12][CH:11]=[C:10]2[C:6]=1[C:7](=[O:35])[N:8]([CH:15]([C:20]1[CH:25]=[CH:24][C:23]([O:26][CH:27]([F:29])[F:28])=[C:22]([O:30][CH2:31][CH:32]3[CH2:34][CH2:33]3)[CH:21]=1)[CH2:16][C:17]([OH:19])=O)[C:9]2=[O:14])(=[O:3])[CH3:2].C(N1C=CN=C1)([N:38]1C=CN=C1)=O.[OH-].[NH4+].O. The catalyst is O1CCCC1. The product is [C:1]([NH:4][C:5]1[CH:13]=[CH:12][CH:11]=[C:10]2[C:6]=1[C:7](=[O:35])[N:8]([CH:15]([C:20]1[CH:25]=[CH:24][C:23]([O:26][CH:27]([F:29])[F:28])=[C:22]([O:30][CH2:31][CH:32]3[CH2:33][CH2:34]3)[CH:21]=1)[CH2:16][C:17]([NH2:38])=[O:19])[C:9]2=[O:14])(=[O:3])[CH3:2]. The yield is 0.810. (2) The reactants are [CH:1]1(/[CH:6]=[C:7](\[C:11]2[CH:16]=[CH:15][C:14]([N:17]3[C:21]([CH3:22])=[N:20][N:19]=[N:18]3)=[C:13]([F:23])[CH:12]=2)/[C:8](O)=[O:9])[CH2:5][CH2:4][CH2:3][CH2:2]1.C(Cl)(=O)C(Cl)=O.[CH3:30][NH:31][C:32]([NH2:34])=[O:33].N1C=CC=CC=1.Cl. The catalyst is FC1C=CC=CC=1.CN(C)C=O.C(OCC)(=O)C. The product is [CH:1]1(/[CH:6]=[C:7](\[C:11]2[CH:16]=[CH:15][C:14]([N:17]3[C:21]([CH3:22])=[N:20][N:19]=[N:18]3)=[C:13]([F:23])[CH:12]=2)/[C:8]([NH:34][C:32]([NH:31][CH3:30])=[O:33])=[O:9])[CH2:5][CH2:4][CH2:3][CH2:2]1. The yield is 0.220. (3) The reactants are [NH2:1][C:2]1[CH:3]=[CH:4][C:5]([O:19][C:20]2[CH:25]=[CH:24][C:23]([F:26])=[CH:22][C:21]=2[F:27])=[C:6]([C:8]2[N:13]3[CH:14]=[N:15][CH:16]=[C:12]3[C:11](=[O:17])[N:10]([CH3:18])[CH:9]=2)[CH:7]=1.N1C=CC=CC=1.[CH3:34][S:35](Cl)(=[O:37])=[O:36]. The catalyst is C1COCC1. The product is [F:27][C:21]1[CH:22]=[C:23]([F:26])[CH:24]=[CH:25][C:20]=1[O:19][C:5]1[CH:4]=[CH:3][C:2]([NH:1][S:35]([CH3:34])(=[O:37])=[O:36])=[CH:7][C:6]=1[C:8]1[N:13]2[CH:14]=[N:15][CH:16]=[C:12]2[C:11](=[O:17])[N:10]([CH3:18])[CH:9]=1. The yield is 0.440. (4) The reactants are C([N:8]1[N:12]=[C:11]([C:13]2[C:17]3[CH:18]=[N:19][C:20]([NH:22][C:23]4[CH:28]=[CH:27][N:26]=[C:25]([C:29]5[CH:30]=[N:31][N:32](S(C6CC6)(=O)=O)[CH:33]=5)[N:24]=4)=[CH:21][C:16]=3[N:15]([CH:40]([CH3:42])[CH3:41])[CH:14]=2)[CH:10]=[N:9]1)C1C=CC=CC=1.[Cl-].[Cl-].[Cl-].[Al+3]. The catalyst is C1(C)C=CC=CC=1. The product is [NH:31]1[CH:30]=[C:29]([C:25]2[N:24]=[C:23]([NH:22][C:20]3[N:19]=[CH:18][C:17]4[C:13]([C:11]5[CH:10]=[N:9][NH:8][N:12]=5)=[CH:14][N:15]([CH:40]([CH3:41])[CH3:42])[C:16]=4[CH:21]=3)[CH:28]=[CH:27][N:26]=2)[CH:33]=[N:32]1. The yield is 0.100. (5) The reactants are CS(O[CH:6]1[CH2:10][CH:9]([C:11]2[N:15]3[C:16]4[CH:22]=[CH:21][N:20]([CH2:23][O:24][CH2:25][CH2:26][Si:27]([CH3:30])([CH3:29])[CH3:28])[C:17]=4[N:18]=[CH:19][C:14]3=[N:13][N:12]=2)[CH:8]([CH2:31][CH3:32])[CH2:7]1)(=O)=O.[N-:33]=[N+:34]=[N-:35].[Na+]. The catalyst is CN(C=O)C. The product is [N:33]([CH:6]1[CH2:10][CH:9]([C:11]2[N:15]3[C:16]4[CH:22]=[CH:21][N:20]([CH2:23][O:24][CH2:25][CH2:26][Si:27]([CH3:30])([CH3:29])[CH3:28])[C:17]=4[N:18]=[CH:19][C:14]3=[N:13][N:12]=2)[CH:8]([CH2:31][CH3:32])[CH2:7]1)=[N+:34]=[N-:35]. The yield is 0.880. (6) The reactants are C(O)(C(F)(F)F)=O.C(OC(=O)[NH:14][CH2:15][C:16]1([C:19]2[O:20][C:21]([CH:24]3[CH2:30][CH2:29][C@@H:28]4[CH2:31][N:25]3[C:26](=[O:40])[N:27]4[O:32][CH2:33][C:34]3[CH:39]=[CH:38][CH:37]=[CH:36][CH:35]=3)=[N:22][N:23]=2)[CH2:18][CH2:17]1)(C)(C)C. The catalyst is C(Cl)Cl. The product is [NH2:14][CH2:15][C:16]1([C:19]2[O:20][C:21]([CH:24]3[CH2:30][CH2:29][C@@H:28]4[CH2:31][N:25]3[C:26](=[O:40])[N:27]4[O:32][CH2:33][C:34]3[CH:39]=[CH:38][CH:37]=[CH:36][CH:35]=3)=[N:22][N:23]=2)[CH2:17][CH2:18]1. The yield is 0.990.